From a dataset of Full USPTO retrosynthesis dataset with 1.9M reactions from patents (1976-2016). Predict the reactants needed to synthesize the given product. (1) Given the product [CH3:1][O:2][C:3]1[CH:8]=[CH:7][C:6]([NH2:9])=[CH:5][C:4]=1[CH:12]1[CH2:16][CH2:15][N:14]([C:17](=[O:20])[CH2:18][CH3:19])[CH2:13]1, predict the reactants needed to synthesize it. The reactants are: [CH3:1][O:2][C:3]1[CH:8]=[CH:7][C:6]([N+:9]([O-])=O)=[CH:5][C:4]=1[CH:12]1[CH2:16][CH2:15][N:14]([C:17](=[O:20])[CH2:18][CH3:19])[CH2:13]1. (2) Given the product [Br:13][C:9]1[C:4]2[N:5]=[C:6]([CH3:8])[N:7]=[C:2]([Cl:1])[C:3]=2[NH:11][C:10]=1[CH3:12], predict the reactants needed to synthesize it. The reactants are: [Cl:1][C:2]1[C:3]2[NH:11][C:10]([CH3:12])=[CH:9][C:4]=2[N:5]=[C:6]([CH3:8])[N:7]=1.[Br:13]Br. (3) Given the product [NH2:1][C:4]1[CH:35]=[C:34]([C:36]2[C:41]([I:42])=[CH:40][C:39]([I:43])=[C:38]([CH2:44][CH3:45])[C:37]=2[I:46])[CH:33]=[CH:32][C:5]=1[C:6]([C:8]1([O:26][C@H:25]([CH2:27][OH:28])[C@@H:20]([OH:21])[C@H:15]([OH:16])[C@H:13]1[NH2:14])[OH:9])=[O:7], predict the reactants needed to synthesize it. The reactants are: [N+:1]([C:4]1[CH:35]=[C:34]([C:36]2[C:41]([I:42])=[CH:40][C:39]([I:43])=[C:38]([CH2:44][CH3:45])[C:37]=2[I:46])[CH:33]=[CH:32][C:5]=1[C:6]([C:8]1([O:26][C@H:25]([CH2:27][O:28]C(=O)C)[C@@H:20]([O:21]C(=O)C)[C@H:15]([O:16]C(=O)C)[C@H:13]1[NH2:14])[O:9]C(=O)C)=[O:7])([O-])=O.Cl. (4) Given the product [F:1][C:2]1[CH:24]=[CH:23][CH:22]=[CH:21][C:3]=1[O:4][C:5]1[C:18](=[O:19])[N:17]([CH3:20])[C:8]2[N:9]=[C:10]([NH:25][C@H:26]([CH2:27][OH:28])[CH:29]([CH3:31])[CH3:30])[N:11]=[CH:12][C:7]=2[CH:6]=1, predict the reactants needed to synthesize it. The reactants are: [F:1][C:2]1[CH:24]=[CH:23][CH:22]=[CH:21][C:3]=1[O:4][C:5]1[C:18](=[O:19])[N:17]([CH3:20])[C:8]2[N:9]=[C:10](S(C)(=O)=O)[N:11]=[CH:12][C:7]=2[CH:6]=1.[NH2:25][C@@H:26]([CH:29]([CH3:31])[CH3:30])[CH2:27][OH:28].CO.O. (5) Given the product [CH:1]1([NH:4][C:5]2[O:6][C:7]([C:10]3[CH:11]=[C:12]4[C:16](=[CH:17][CH:18]=3)[N:15]([S:19]([C:22]3[CH:28]=[CH:27][C:25]([CH3:26])=[CH:24][CH:23]=3)(=[O:21])=[O:20])[CH:14]=[C:13]4[B:30]3[O:34][C:33]([CH3:36])([CH3:35])[C:32]([CH3:38])([CH3:37])[O:31]3)=[N:8][N:9]=2)[CH2:3][CH2:2]1, predict the reactants needed to synthesize it. The reactants are: [CH:1]1([NH:4][C:5]2[O:6][C:7]([C:10]3[CH:11]=[C:12]4[C:16](=[CH:17][CH:18]=3)[N:15]([S:19]([C:22]3[CH:28]=[CH:27][C:25]([CH3:26])=[CH:24][CH:23]=3)(=[O:21])=[O:20])[CH:14]=[C:13]4I)=[N:8][N:9]=2)[CH2:3][CH2:2]1.[B:30]1([B:30]2[O:34][C:33]([CH3:36])([CH3:35])[C:32]([CH3:38])([CH3:37])[O:31]2)[O:34][C:33]([CH3:36])([CH3:35])[C:32]([CH3:38])([CH3:37])[O:31]1.C([O-])(=O)C.[K+].C(Cl)Cl. (6) Given the product [CH2:1]([N:5]1[C:14](=[O:15])[C:13]([C:16]([OH:21])=[O:18])=[C:12]2[C:7]([CH2:8][CH2:9][CH2:10][CH2:11]2)=[CH:6]1)[CH2:2][CH2:3][CH3:4], predict the reactants needed to synthesize it. The reactants are: [CH2:1]([N:5]1[C:14](=[O:15])[C:13]([C:16]#N)=[C:12]2[C:7]([CH2:8][CH2:9][CH2:10][CH2:11]2)=[CH:6]1)[CH2:2][CH2:3][CH3:4].[OH-:18].[K+].Cl.[OH2:21]. (7) Given the product [C:1]([O:5][C:6]([N:8]1[CH2:13][CH:12]=[C:11]([C:38]2[CH:39]=[CH:40][CH:41]=[C:42]([F:43])[C:37]=2[O:36][CH2:29][C:30]2[CH:31]=[CH:32][CH:33]=[CH:34][CH:35]=2)[CH2:10][CH2:9]1)=[O:7])([CH3:2])([CH3:3])[CH3:4], predict the reactants needed to synthesize it. The reactants are: [C:1]([O:5][C:6]([N:8]1[CH2:13][CH:12]=[C:11](B2OC(C)(C)C(C)(C)O2)[CH2:10][CH2:9]1)=[O:7])([CH3:4])([CH3:3])[CH3:2].C([O-])([O-])=O.[K+].[K+].[CH2:29]([O:36][C:37]1[C:42]([F:43])=[CH:41][CH:40]=[CH:39][C:38]=1Br)[C:30]1[CH:35]=[CH:34][CH:33]=[CH:32][CH:31]=1.